This data is from Reaction yield outcomes from USPTO patents with 853,638 reactions. The task is: Predict the reaction yield, written as a fraction of the theoretical maximum amount of product (1.0 means a 100% yield; for example, 0.34 means a 34% yield). The reactants are [S:1]1[C:5]2[CH:6]=[CH:7][CH:8]=[CH:9][C:4]=2[CH:3]=[C:2]1[S:10]([NH:13][C:14]1[CH:19]=[C:18]([Cl:20])[CH:17]=[CH:16][C:15]=1[S:21][CH2:22][C:23]1[CH:32]=[CH:31][CH:30]=[CH:29][C:24]=1[C:25]([O:27]C)=[O:26])(=[O:12])=[O:11].[OH-].[Na+].Cl. The catalyst is CO. The product is [S:1]1[C:5]2[CH:6]=[CH:7][CH:8]=[CH:9][C:4]=2[CH:3]=[C:2]1[S:10]([NH:13][C:14]1[CH:19]=[C:18]([Cl:20])[CH:17]=[CH:16][C:15]=1[S:21][CH2:22][C:23]1[CH:32]=[CH:31][CH:30]=[CH:29][C:24]=1[C:25]([OH:27])=[O:26])(=[O:11])=[O:12]. The yield is 0.990.